This data is from Peptide-MHC class II binding affinity with 134,281 pairs from IEDB. The task is: Regression. Given a peptide amino acid sequence and an MHC pseudo amino acid sequence, predict their binding affinity value. This is MHC class II binding data. (1) The peptide sequence is EKKYFAATQNEPLAA. The MHC is DRB1_0101 with pseudo-sequence DRB1_0101. The binding affinity (normalized) is 0.778. (2) The peptide sequence is CKDIKLSDISLKLTS. The MHC is DRB1_0802 with pseudo-sequence DRB1_0802. The binding affinity (normalized) is 0.537. (3) The peptide sequence is FNILTGKKITAHLKRHHHHHH. The MHC is HLA-DQA10103-DQB10603 with pseudo-sequence HLA-DQA10103-DQB10603. The binding affinity (normalized) is 0. (4) The peptide sequence is SPGMMMGMFNMLSTV. The MHC is DRB1_1101 with pseudo-sequence DRB1_1101. The binding affinity (normalized) is 0.432. (5) The peptide sequence is DRYSVDADLQLGELI. The MHC is DRB1_0404 with pseudo-sequence DRB1_0404. The binding affinity (normalized) is 0. (6) The peptide sequence is TVQKGSDPKKLVLNI. The MHC is DRB3_0101 with pseudo-sequence DRB3_0101. The binding affinity (normalized) is 0.198.